Predict the product of the given reaction. From a dataset of Forward reaction prediction with 1.9M reactions from USPTO patents (1976-2016). (1) Given the reactants Br[C:2]1[CH:11]=[CH:10][C:9]2[C:4](=[CH:5][N:6]=[C:7]([Cl:12])[CH:8]=2)[N:3]=1.C([Li])CCC.[C:18]1(=[O:23])[CH2:22][CH2:21][CH2:20][CH2:19]1, predict the reaction product. The product is: [Cl:12][C:7]1[CH:8]=[C:9]2[C:4](=[CH:5][N:6]=1)[N:3]=[C:2]([C:18]1([OH:23])[CH2:22][CH2:21][CH2:20][CH2:19]1)[CH:11]=[CH:10]2. (2) Given the reactants [Cl-].[NH4+].[CH3:3][C:4]1[C:9]([N+:10]([O-])=O)=[CH:8][CH:7]=[C:6]([N:13]2[CH:17]=[N:16][CH:15]=[N:14]2)[N:5]=1, predict the reaction product. The product is: [CH3:3][C:4]1[C:9]([NH2:10])=[CH:8][CH:7]=[C:6]([N:13]2[CH:17]=[N:16][CH:15]=[N:14]2)[N:5]=1. (3) Given the reactants [CH2:1]([O:3][C:4]([C:6]1([C:9]2[CH:14]=[CH:13][C:12]([C:15]3[CH:20]=[CH:19][C:18]([C:21]4[S:22][C:23]([Cl:29])=[CH:24][C:25]=4C(=O)N)=[CH:17][C:16]=3[O:30][CH3:31])=[CH:11][CH:10]=2)[CH2:8][CH2:7]1)=[O:5])[CH3:2].[F:32][C:33]1[CH:34]=[C:35]([C@H:40]([OH:42])[CH3:41])[CH:36]=[CH:37][C:38]=1[F:39].[N:43]1[CH:48]=CC=CC=1.FC(F)(F)C(OI(C1C=CC=CC=1)OC(=O)C(F)(F)F)=[O:52], predict the reaction product. The product is: [CH2:1]([O:3][C:4]([C:6]1([C:9]2[CH:10]=[CH:11][C:12]([C:15]3[CH:20]=[CH:19][C:18]([C:21]4[S:22][C:23]([Cl:29])=[CH:24][C:25]=4[NH:43][C:48]([O:42][C@@H:40]([C:35]4[CH:36]=[CH:37][C:38]([F:39])=[C:33]([F:32])[CH:34]=4)[CH3:41])=[O:52])=[CH:17][C:16]=3[O:30][CH3:31])=[CH:13][CH:14]=2)[CH2:8][CH2:7]1)=[O:5])[CH3:2]. (4) Given the reactants [F:1][C:2]1[CH:7]=[CH:6][CH:5]=[C:4]([F:8])[C:3]=1[N:9]1[C:13]([CH2:14][OH:15])=[CH:12][N:11]=[CH:10]1, predict the reaction product. The product is: [F:1][C:2]1[CH:7]=[CH:6][CH:5]=[C:4]([F:8])[C:3]=1[N:9]1[C:13]([CH:14]=[O:15])=[CH:12][N:11]=[CH:10]1. (5) Given the reactants [CH2:1]([O:8][C:9]1[CH:14]=[CH:13][C:12]([CH2:15][C@H:16]([O:29][CH2:30][CH3:31])[C:17](N[C@H](C2C=CC=CC=2)CO)=[O:18])=[CH:11][CH:10]=1)[C:2]1[CH:7]=[CH:6][CH:5]=[CH:4][CH:3]=1.[OH:32]S(O)(=O)=O.[OH-].[Na+], predict the reaction product. The product is: [CH2:1]([O:8][C:9]1[CH:10]=[CH:11][C:12]([CH2:15][C@H:16]([O:29][CH2:30][CH3:31])[C:17]([OH:18])=[O:32])=[CH:13][CH:14]=1)[C:2]1[CH:3]=[CH:4][CH:5]=[CH:6][CH:7]=1. (6) Given the reactants [N+:1]([C:4]1[CH:5]=[C:6]([CH:43]=[C:44]([N+:46]([O-])=O)[CH:45]=1)[C:7]([O:9][CH2:10][CH2:11][CH2:12][CH2:13][CH2:14][CH2:15][CH2:16][CH2:17][CH2:18][CH2:19][CH2:20][O:21][C:22]1[CH:27]=[CH:26][C:25](/[CH:28]=[C:29](/[C:32]2[CH:40]=[CH:39][C:35]3[O:36][CH2:37][O:38][C:34]=3[CH:33]=2)\[C:30]#[N:31])=[CH:24][C:23]=1[O:41][CH3:42])=[O:8])([O-])=O, predict the reaction product. The product is: [NH2:46][C:44]1[CH:43]=[C:6]([CH:5]=[C:4]([NH2:1])[CH:45]=1)[C:7]([O:9][CH2:10][CH2:11][CH2:12][CH2:13][CH2:14][CH2:15][CH2:16][CH2:17][CH2:18][CH2:19][CH2:20][O:21][C:22]1[CH:27]=[CH:26][C:25](/[CH:28]=[C:29](/[C:32]2[CH:40]=[CH:39][C:35]3[O:36][CH2:37][O:38][C:34]=3[CH:33]=2)\[C:30]#[N:31])=[CH:24][C:23]=1[O:41][CH3:42])=[O:8]. (7) Given the reactants [Cl:1][C:2]1[CH:8]=[CH:7][C:5]([NH2:6])=[CH:4][CH:3]=1.C[Al](C)C.[F:13][C:14]1[CH:19]=[C:18]([F:20])[CH:17]=[CH:16][C:15]=1[C@@:21]([OH:47])([CH2:41][N:42]1[CH:46]=[N:45][CH:44]=[N:43]1)[C@H:22]([S:24][C@@H:25]1[CH2:30][O:29][C@@H:28]([C:31]2[CH:32]=[C:33]([CH:38]=[CH:39][CH:40]=2)[C:34](OC)=[O:35])[O:27][CH2:26]1)[CH3:23], predict the reaction product. The product is: [Cl:1][C:2]1[CH:8]=[CH:7][C:5]([NH:6][C:34](=[O:35])[C:33]2[CH:38]=[CH:39][CH:40]=[C:31]([C@H:28]3[O:27][CH2:26][C@H:25]([S:24][C@H:22]([CH3:23])[C@:21]([C:15]4[CH:16]=[CH:17][C:18]([F:20])=[CH:19][C:14]=4[F:13])([OH:47])[CH2:41][N:42]4[CH:46]=[N:45][CH:44]=[N:43]4)[CH2:30][O:29]3)[CH:32]=2)=[CH:4][CH:3]=1.